From a dataset of Forward reaction prediction with 1.9M reactions from USPTO patents (1976-2016). Predict the product of the given reaction. (1) Given the reactants [Cl:1][C:2]1[CH:3]=[C:4]2[C:10]3([CH2:14][CH2:13][N:12]([C:15]([C@@H:17]4[CH2:21][O:20]C(C)(C)[O:18]4)=[O:16])[CH2:11]3)[CH2:9][N:8]([C:24]([NH:26][C:27]3[S:28][C:29]([Cl:32])=[CH:30][N:31]=3)=[O:25])[C:5]2=[CH:6][CH:7]=1.CO.Cl, predict the reaction product. The product is: [Cl:1][C:2]1[CH:3]=[C:4]2[C:10]3([CH2:14][CH2:13][N:12]([C:15](=[O:16])[C@@H:17]([OH:18])[CH2:21][OH:20])[CH2:11]3)[CH2:9][N:8]([C:24]([NH:26][C:27]3[S:28][C:29]([Cl:32])=[CH:30][N:31]=3)=[O:25])[C:5]2=[CH:6][CH:7]=1. (2) Given the reactants [S:1]1[CH:5]=[CH:4][N:3]=[C:2]1[C:6]1[CH:7]=[C:8]([N:12]2[C:16]3[CH:17]=[CH:18][C:19]([CH2:21][NH2:22])=[CH:20][C:15]=3[N:14]=[CH:13]2)[CH:9]=[CH:10][CH:11]=1.[CH:23](O)=[O:24], predict the reaction product. The product is: [S:1]1[CH:5]=[CH:4][N:3]=[C:2]1[C:6]1[CH:7]=[C:8]([N:12]2[C:16]3[CH:17]=[CH:18][C:19]([CH2:21][NH:22][CH:23]=[O:24])=[CH:20][C:15]=3[N:14]=[CH:13]2)[CH:9]=[CH:10][CH:11]=1. (3) Given the reactants Cl[CH2:2][CH2:3][N:4]1[CH2:9][CH2:8][CH:7]([C:10]([O:12]CC)=O)[CH2:6][CH2:5]1.[C:15]1(C)[CH:20]=[CH:19][CH:18]=[CH:17][CH:16]=1.C(=O)([O-])[O-].[K+].[K+], predict the reaction product. The product is: [N:4]12[CH2:3][CH2:2][C:7]([C:10]([C:15]3[CH:16]=[CH:17][CH:18]=[CH:19][CH:20]=3)([C:15]3[CH:20]=[CH:19][CH:18]=[CH:17][CH:16]=3)[OH:12])([CH2:6][CH2:5]1)[CH2:8][CH2:9]2. (4) Given the reactants [Cl:1][C:2]1[CH:3]=[N:4][C:5]([N:8]2[CH2:13][CH2:12][CH:11]([C@H:14]([CH3:18])[CH2:15][CH2:16][OH:17])[CH2:10][CH2:9]2)=[N:6][CH:7]=1.[CH2:19]([O:21][C:22](=[O:33])[CH2:23][CH2:24][C:25]1[CH:30]=[CH:29][C:28](O)=[CH:27][C:26]=1[CH3:32])[CH3:20], predict the reaction product. The product is: [CH2:19]([O:21][C:22](=[O:33])[CH2:23][CH2:24][C:25]1[CH:30]=[CH:29][C:28]([O:17][CH2:16][CH2:15][C@H:14]([CH:11]2[CH2:12][CH2:13][N:8]([C:5]3[N:6]=[CH:7][C:2]([Cl:1])=[CH:3][N:4]=3)[CH2:9][CH2:10]2)[CH3:18])=[CH:27][C:26]=1[CH3:32])[CH3:20]. (5) Given the reactants [F:1][C:2]1[CH:28]=[CH:27][C:5]([CH2:6][CH2:7][NH:8][C:9](=O)[C:10]2[CH:15]=[CH:14][CH:13]=[C:12]([CH2:16][S:17][CH2:18][CH2:19][C:20]3[CH:25]=[CH:24][CH:23]=[CH:22][CH:21]=3)[CH:11]=2)=[CH:4][CH:3]=1.B.C1COCC1.CO.C(O)(C(F)(F)F)=O, predict the reaction product. The product is: [F:1][C:2]1[CH:28]=[CH:27][C:5]([CH2:6][CH2:7][NH:8][CH2:9][C:10]2[CH:15]=[CH:14][CH:13]=[C:12]([CH2:16][S:17][CH2:18][CH2:19][C:20]3[CH:21]=[CH:22][CH:23]=[CH:24][CH:25]=3)[CH:11]=2)=[CH:4][CH:3]=1.